Dataset: NCI-60 drug combinations with 297,098 pairs across 59 cell lines. Task: Regression. Given two drug SMILES strings and cell line genomic features, predict the synergy score measuring deviation from expected non-interaction effect. (1) Drug 1: CC12CCC3C(C1CCC2=O)CC(=C)C4=CC(=O)C=CC34C. Synergy scores: CSS=6.08, Synergy_ZIP=1.15, Synergy_Bliss=-2.36, Synergy_Loewe=-2.28, Synergy_HSA=-2.28. Cell line: HOP-92. Drug 2: CC1C(C(CC(O1)OC2CC(OC(C2O)C)OC3=CC4=CC5=C(C(=O)C(C(C5)C(C(=O)C(C(C)O)O)OC)OC6CC(C(C(O6)C)O)OC7CC(C(C(O7)C)O)OC8CC(C(C(O8)C)O)(C)O)C(=C4C(=C3C)O)O)O)O. (2) Drug 1: CC12CCC(CC1=CCC3C2CCC4(C3CC=C4C5=CN=CC=C5)C)O. Drug 2: C1=NC(=NC(=O)N1C2C(C(C(O2)CO)O)O)N. Cell line: MDA-MB-231. Synergy scores: CSS=1.06, Synergy_ZIP=-2.29, Synergy_Bliss=-0.591, Synergy_Loewe=-5.06, Synergy_HSA=-2.06.